From a dataset of Reaction yield outcomes from USPTO patents with 853,638 reactions. Predict the reaction yield, written as a fraction of the theoretical maximum amount of product (1.0 means a 100% yield; for example, 0.34 means a 34% yield). (1) The reactants are Cl.[N:2]([C@H:5]1[C@@H:10]([NH:11][C:12]([C:14]2[NH:15][C:16]([CH3:21])=[C:17]([Cl:20])[C:18]=2[Cl:19])=[O:13])[CH2:9][CH2:8][NH:7][CH2:6]1)=[N+:3]=[N-:4].CCN(C(C)C)C(C)C.Br[C:32]1[S:33][C:34]([C:37]([O:39][CH3:40])=[O:38])=[CH:35][N:36]=1. The catalyst is CN(C=O)C.CCOC(C)=O. The product is [N:2]([C@H:5]1[C@@H:10]([NH:11][C:12]([C:14]2[NH:15][C:16]([CH3:21])=[C:17]([Cl:20])[C:18]=2[Cl:19])=[O:13])[CH2:9][CH2:8][N:7]([C:32]2[S:33][C:34]([C:37]([O:39][CH3:40])=[O:38])=[CH:35][N:36]=2)[CH2:6]1)=[N+:3]=[N-:4]. The yield is 0.690. (2) The reactants are [Cl:1][C:2]1[C:30]([F:31])=[CH:29][CH:28]=[CH:27][C:3]=1[CH2:4][NH:5][C:6](=[O:26])[N:7]([C@@H:9]([CH2:12][CH2:13][CH2:14][N:15]1[C:23](=[O:24])[C:22]2[C:17](=[CH:18][CH:19]=[CH:20][CH:21]=2)[C:16]1=[O:25])[CH2:10][OH:11])[CH3:8].[F:32][C:33]([F:44])([F:43])[C:34]1[CH:35]=[CH:36][C:37](C(O)=O)=[N:38][CH:39]=1.C[C:46]([N:48](C)C)=[O:47].C1C=CC(P(N=[N+]=[N-])(C2C=CC=CC=2)=O)=CC=1. The catalyst is C1(C)C=CC=CC=1. The product is [F:44][C:33]([F:32])([F:43])[C:34]1[CH:35]=[CH:36][C:37]([NH:48][C:46](=[O:47])[O:11][CH2:10][C@@H:9]([N:7]([CH3:8])[C:6]([NH:5][CH2:4][C:3]2[CH:27]=[CH:28][CH:29]=[C:30]([F:31])[C:2]=2[Cl:1])=[O:26])[CH2:12][CH2:13][CH2:14][N:15]2[C:23](=[O:24])[C:22]3[C:17](=[CH:18][CH:19]=[CH:20][CH:21]=3)[C:16]2=[O:25])=[N:38][CH:39]=1. The yield is 0.800.